Dataset: Peptide-MHC class I binding affinity with 185,985 pairs from IEDB/IMGT. Task: Regression. Given a peptide amino acid sequence and an MHC pseudo amino acid sequence, predict their binding affinity value. This is MHC class I binding data. The peptide sequence is LPAEVRAAF. The MHC is HLA-B35:01 with pseudo-sequence HLA-B35:01. The binding affinity (normalized) is 0.898.